The task is: Predict the reactants needed to synthesize the given product.. This data is from Full USPTO retrosynthesis dataset with 1.9M reactions from patents (1976-2016). (1) Given the product [CH2:1]([C@@H:8]1[CH2:12][O:11][C:10](=[O:13])[N:9]1[C:14](=[O:19])[C@H:15]([CH2:43][C:32]1[C:31]([Cl:30])=[CH:36][C:35]([C:37]([F:40])([F:38])[F:39])=[C:34]([F:41])[C:33]=1[F:42])[CH2:16][CH:17]=[CH2:18])[C:2]1[CH:3]=[CH:4][CH:5]=[CH:6][CH:7]=1, predict the reactants needed to synthesize it. The reactants are: [CH2:1]([C@@H:8]1[CH2:12][O:11][C:10](=[O:13])[N:9]1[C:14](=[O:19])[CH2:15][CH2:16][CH:17]=[CH2:18])[C:2]1[CH:7]=[CH:6][CH:5]=[CH:4][CH:3]=1.[Li+].C[Si]([N-][Si](C)(C)C)(C)C.[Cl:30][C:31]1[CH:36]=[C:35]([C:37]([F:40])([F:39])[F:38])[C:34]([F:41])=[C:33]([F:42])[C:32]=1[CH2:43]I. (2) Given the product [CH3:1][C:2]1[C:11]([N:12]2[C:16]3[CH:17]=[C:18]([C:21]([F:24])([F:23])[F:22])[CH:19]=[CH:20][C:15]=3[N:14]=[C:13]2[CH3:25])=[CH:10][CH:9]=[CH:8][C:3]=1[CH2:4][OH:5], predict the reactants needed to synthesize it. The reactants are: [CH3:1][C:2]1[C:11]([N:12]2[C:16]3[CH:17]=[C:18]([C:21]([F:24])([F:23])[F:22])[CH:19]=[CH:20][C:15]=3[N:14]=[C:13]2[CH3:25])=[CH:10][CH:9]=[CH:8][C:3]=1[C:4](OC)=[O:5].[H-].[Al+3].[Li+].[H-].[H-].[H-].O.O.O.O.O.O.O.O.O.O.[O-]S([O-])(=O)=O.[Na+].[Na+].C(OCC)(=O)C. (3) Given the product [C:46]([O:49][C:10]1[N:11]=[C:12]([C:16]([O:18][CH2:19][CH3:20])=[O:17])[C:13]2[CH2:14][CH2:15][N:6]([CH2:5][C:4]3[CH:24]=[CH:25][C:26]([F:27])=[C:2]([Cl:1])[CH:3]=3)[C:7](=[O:23])[C:8]=2[C:9]=1[O:21][CH3:22])(=[O:48])[CH3:47], predict the reactants needed to synthesize it. The reactants are: [Cl:1][C:2]1[CH:3]=[C:4]([CH:24]=[CH:25][C:26]=1[F:27])[CH2:5][N:6]1[CH2:15][CH2:14][C:13]2[C:12]([C:16]([O:18][CH2:19][CH3:20])=[O:17])=[N:11][CH:10]=[C:9]([O:21][CH3:22])[C:8]=2[C:7]1=[O:23].OO.NC(N)=O.P([O-])([O-])(O)=O.[K+].[K+].S(=O)(O)[O-].[Na+].[C:46]([O:49]C(=O)C)(=[O:48])[CH3:47].